Task: Predict which catalyst facilitates the given reaction.. Dataset: Catalyst prediction with 721,799 reactions and 888 catalyst types from USPTO (1) Reactant: C(OC(N(C)CC(C1CCCCC1)(C)C(OCC)=O)=O)(C)(C)C.FC(F)(F)C(O)=O.N(C1(C2C=CC=CC=2)OCCO1)=C=O.C(N(CC)CC)C.[CH:52]1([C:58]([CH3:82])([CH2:64][N:65]([CH3:81])[C:66]([NH:68][CH2:69][C:70]2([C:75]3[CH:80]=[CH:79][CH:78]=[CH:77][CH:76]=3)[O:74][CH2:73][CH2:72][O:71]2)=[O:67])[C:59](OCC)=[O:60])[CH2:57][CH2:56][CH2:55][CH2:54][CH2:53]1.CC([O-])(C)C.[K+]. Product: [CH:52]1([C:58]2([CH3:82])[CH2:64][N:65]([CH3:81])[C:66](=[O:67])[N:68]([CH2:69][C:70]3([C:75]4[CH:76]=[CH:77][CH:78]=[CH:79][CH:80]=4)[O:74][CH2:73][CH2:72][O:71]3)[C:59]2=[O:60])[CH2:53][CH2:54][CH2:55][CH2:56][CH2:57]1. The catalyst class is: 59. (2) Product: [O:8]=[C:6]1[N:5]([C:9]2[CH:14]=[CH:13][CH:12]=[CH:11][CH:10]=2)[N:4]=[C:3]([C:15]([OH:17])=[O:16])[CH:2]=[CH:7]1. Reactant: Cl[C:2]1[C:3]([C:15]([OH:17])=[O:16])=[N:4][N:5]([C:9]2[CH:14]=[CH:13][CH:12]=[CH:11][CH:10]=2)[C:6](=[O:8])[CH:7]=1. The catalyst class is: 50. (3) Reactant: [F:1][C:2]([F:48])([F:47])[C:3]1([C:6]2[O:10][N:9]=[C:8]([NH:11][C:12]([NH:14][C:15]3[N:20]=[CH:19][C:18]([C:21]4[CH:22]=[N:23][C:24]([NH:27]C(C5C=CC=CC=5)(C5C=CC=CC=5)C5C=CC=CC=5)=[CH:25][CH:26]=4)=[CH:17][CH:16]=3)=[O:13])[CH:7]=2)[CH2:5][CH2:4]1.C(O)(C(F)(F)F)=O. Product: [NH2:27][C:24]1[N:23]=[CH:22][C:21]([C:18]2[CH:19]=[N:20][C:15]([NH:14][C:12]([NH:11][C:8]3[CH:7]=[C:6]([C:3]4([C:2]([F:47])([F:48])[F:1])[CH2:5][CH2:4]4)[O:10][N:9]=3)=[O:13])=[CH:16][CH:17]=2)=[CH:26][CH:25]=1. The catalyst class is: 34. (4) Reactant: [NH2:1][C:2]1[C:3]([C:10]2[CH:11]=[C:12]([C@@H:16]([NH:20][C:21](=[O:27])[O:22][C:23]([CH3:26])([CH3:25])[CH3:24])[CH2:17][CH:18]=[CH2:19])[CH:13]=[CH:14][CH:15]=2)=[N:4][CH:5]=[C:6]([O:8][CH3:9])[CH:7]=1.[CH3:28][C@H:29]([CH:33]=[CH2:34])[C:30](O)=[O:31].N1C=CC=CC=1.C(P1(=O)OP(CCC)(=O)OP(CCC)(=O)O1)CC. Product: [CH3:9][O:8][C:6]1[CH:7]=[C:2]([NH:1][C:30](=[O:31])[C@H:29]([CH3:28])[CH:33]=[CH2:34])[C:3]([C:10]2[CH:11]=[C:12]([C@@H:16]([NH:20][C:21](=[O:27])[O:22][C:23]([CH3:26])([CH3:25])[CH3:24])[CH2:17][CH:18]=[CH2:19])[CH:13]=[CH:14][CH:15]=2)=[N:4][CH:5]=1. The catalyst class is: 25.